From a dataset of Catalyst prediction with 721,799 reactions and 888 catalyst types from USPTO. Predict which catalyst facilitates the given reaction. The catalyst class is: 6. Reactant: C([NH:4][C:5]1[CH:14]=[CH:13][CH:12]=[C:11]2[C:6]=1[CH:7]=[CH:8][C:9]([S:15]([NH:18][CH2:19][C:20]1[CH:25]=[CH:24][CH:23]=[CH:22][CH:21]=1)(=[O:17])=[O:16])=[CH:10]2)(=O)C.C(O)CC.Cl. Product: [NH2:4][C:5]1[CH:14]=[CH:13][CH:12]=[C:11]2[C:6]=1[CH:7]=[CH:8][C:9]([S:15]([NH:18][CH2:19][C:20]1[CH:21]=[CH:22][CH:23]=[CH:24][CH:25]=1)(=[O:17])=[O:16])=[CH:10]2.